The task is: Predict the reaction yield, written as a fraction of the theoretical maximum amount of product (1.0 means a 100% yield; for example, 0.34 means a 34% yield).. This data is from Reaction yield outcomes from USPTO patents with 853,638 reactions. (1) The reactants are Br[C:2]1[N:3]=[C:4]2[C:10]([C:11]([NH:13][C:14]([CH3:17])([CH3:16])[CH3:15])=[O:12])=[CH:9][N:8]([CH2:18][O:19][CH2:20][CH2:21][Si:22]([CH3:25])([CH3:24])[CH3:23])[C:5]2=[N:6][CH:7]=1.[CH3:26][S:27]([C:30]1[N:35]=[CH:34][C:33]([NH2:36])=[CH:32][CH:31]=1)(=[O:29])=[O:28].CC1(C)C2C(=C(P(C3C=CC=CC=3)C3C=CC=CC=3)C=CC=2)OC2C(P(C3C=CC=CC=3)C3C=CC=CC=3)=CC=CC1=2.C(=O)([O-])[O-].[Cs+].[Cs+]. The catalyst is O1CCOCC1.C1C=CC(/C=C/C(/C=C/C2C=CC=CC=2)=O)=CC=1.C1C=CC(/C=C/C(/C=C/C2C=CC=CC=2)=O)=CC=1.C1C=CC(/C=C/C(/C=C/C2C=CC=CC=2)=O)=CC=1.[Pd].[Pd]. The product is [C:14]([NH:13][C:11]([C:10]1[C:4]2[C:5](=[N:6][CH:7]=[C:2]([NH:36][C:33]3[CH:34]=[N:35][C:30]([S:27]([CH3:26])(=[O:29])=[O:28])=[CH:31][CH:32]=3)[N:3]=2)[N:8]([CH2:18][O:19][CH2:20][CH2:21][Si:22]([CH3:25])([CH3:24])[CH3:23])[CH:9]=1)=[O:12])([CH3:17])([CH3:16])[CH3:15]. The yield is 0.530. (2) The reactants are [BH4-].[Na+].[C:3]([C:6]1[O:7][CH:8]=[C:9]([C:11]([NH:13][C@@H:14]([CH3:30])[CH2:15][N:16]2[CH:20]=[CH:19][C:18]([C:21]3[CH:26]=[CH:25][C:24]([C:27]#[N:28])=[C:23]([Cl:29])[CH:22]=3)=[N:17]2)=[O:12])[N:10]=1)(=[O:5])[CH3:4]. The catalyst is C(O)C. The product is [Cl:29][C:23]1[CH:22]=[C:21]([C:18]2[CH:19]=[CH:20][N:16]([CH2:15][C@@H:14]([NH:13][C:11]([C:9]3[N:10]=[C:6]([CH:3]([OH:5])[CH3:4])[O:7][CH:8]=3)=[O:12])[CH3:30])[N:17]=2)[CH:26]=[CH:25][C:24]=1[C:27]#[N:28]. The yield is 0.890. (3) The reactants are [I:1][C:2]1[N:3]=[C:4]([CH3:7])[NH:5][CH:6]=1.CCN(C(C)C)C(C)C.Cl[C:18]([O:20][CH2:21][CH3:22])=[O:19]. The catalyst is C1COCC1.CN(C1C=CN=CC=1)C. The product is [I:1][C:2]1[N:3]=[C:4]([CH3:7])[N:5]([C:18]([O:20][CH2:21][CH3:22])=[O:19])[CH:6]=1. The yield is 0.940. (4) The reactants are I[CH2:2][CH2:3][CH2:4][CH2:5][CH2:6][CH2:7][I:8].[OH:9][C:10]1[C:11](=[O:21])[C:12]2[C:17]([C:18](=[O:20])[CH:19]=1)=[CH:16][CH:15]=[CH:14][CH:13]=2. The catalyst is C1C=CC=CC=1.[Ag]. The product is [I:8][CH2:7][CH2:6][CH2:5][CH2:4][CH2:3][CH2:2][O:20][C:18]1[C:17]2[C:12](=[CH:13][CH:14]=[CH:15][CH:16]=2)[C:11](=[O:21])[C:10](=[O:9])[CH:19]=1. The yield is 0.570. (5) The yield is 0.840. The catalyst is [Cu]I.C1(C)C=CC=CC=1. The product is [C:43]([O:42][C:40](=[O:47])[NH:41][C:2]1[CH:10]=[C:9]2[C:5]([C:6]([C:22]#[N:23])=[C:7]([C:13]3[CH:18]=[CH:17][C:16]([O:19][CH2:20][CH3:21])=[CH:15][CH:14]=3)[N:8]2[CH2:11][CH3:12])=[CH:4][CH:3]=1)([CH3:46])([CH3:45])[CH3:44]. The reactants are Br[C:2]1[CH:10]=[C:9]2[C:5]([C:6]([C:22]#[N:23])=[C:7]([C:13]3[CH:18]=[CH:17][C:16]([O:19][CH2:20][CH3:21])=[CH:15][CH:14]=3)[N:8]2[CH2:11][CH3:12])=[CH:4][CH:3]=1.BrC1C=C2C(C=CN2)=CC=1.C([O-])([O-])=O.[K+].[K+].[C:40](=[O:47])([O:42][C:43]([CH3:46])([CH3:45])[CH3:44])[NH2:41].CNC1CCCCC1NC. (6) The reactants are [CH2:1]([O:8][C@H:9]1[C@H:14]([O:15][CH2:16][C:17]2[CH:22]=[CH:21][CH:20]=[CH:19][CH:18]=2)[C@H:13]([O:23][CH2:24][C:25]2[CH:30]=[CH:29][CH:28]=[CH:27][CH:26]=2)[C@H:12]([CH3:31])[O:11][C@H:10]1[CH2:32][CH2:33][CH2:34][CH2:35][OH:36])[C:2]1[CH:7]=[CH:6][CH:5]=[CH:4][CH:3]=1.CC(OI1(OC(C)=O)(OC(C)=O)OC(=O)C2C=CC=CC1=2)=O. The product is [CH2:1]([O:8][C@H:9]1[C@H:14]([O:15][CH2:16][C:17]2[CH:22]=[CH:21][CH:20]=[CH:19][CH:18]=2)[C@H:13]([O:23][CH2:24][C:25]2[CH:26]=[CH:27][CH:28]=[CH:29][CH:30]=2)[C@H:12]([CH3:31])[O:11][C@H:10]1[CH2:32][CH2:33][CH2:34][CH:35]=[O:36])[C:2]1[CH:7]=[CH:6][CH:5]=[CH:4][CH:3]=1. The yield is 0.720. The catalyst is C(Cl)Cl.